From a dataset of Full USPTO retrosynthesis dataset with 1.9M reactions from patents (1976-2016). Predict the reactants needed to synthesize the given product. Given the product [CH2:38]([O:40][C:2]1[N:7]=[CH:6][C:5]([CH2:8][N:9]2[C:17]3[C:12](=[CH:13][CH:14]=[CH:15][C:16]=3[C:18]([NH:20][C@H:21]([C:23]3[CH:31]=[CH:30][C:26]([C:27]([OH:29])=[O:28])=[CH:25][CH:24]=3)[CH3:22])=[O:19])[CH:11]=[CH:10]2)=[CH:4][CH:3]=1)[CH3:39], predict the reactants needed to synthesize it. The reactants are: Cl[C:2]1[N:7]=[CH:6][C:5]([CH2:8][N:9]2[C:17]3[C:12](=[CH:13][CH:14]=[CH:15][C:16]=3[C:18]([NH:20][C@H:21]([C:23]3[CH:31]=[CH:30][C:26]([C:27]([OH:29])=[O:28])=[CH:25][CH:24]=3)[CH3:22])=[O:19])[CH:11]=[CH:10]2)=[CH:4][CH:3]=1.N1CCCCC1.[CH2:38]([OH:40])[CH3:39].